Task: Binary Classification. Given a drug SMILES string, predict its activity (active/inactive) in a high-throughput screening assay against a specified biological target.. Dataset: Cav3 T-type calcium channel HTS with 100,875 compounds (1) The result is 0 (inactive). The drug is O1C(CCC1)CN1CNC(=NC1)Nc1oc2c(n1)cccc2. (2) The drug is O=c1[nH]c(=O)n(c2nc(n(c12)CC(C)=C)N(Cc1ccccc1)CCO)C. The result is 0 (inactive). (3) The compound is S(=O)(=O)(N1CCN(CC1)C)c1ccc(NC(=O)c2oc(cc2)C)cc1. The result is 0 (inactive). (4) The molecule is Brc1oc(C(=O)Nc2c(F)cccc2)cc1. The result is 0 (inactive). (5) The molecule is S(=O)(=O)(N1CCN(CC1)c1ccc(F)cc1)c1cc2c([nH]cc(c2=O)C(O)=O)cc1. The result is 0 (inactive). (6) The drug is FC(F)(F)c1cc(NC(=O)c2cc(Nc3ncccc3)c(cc2)C)ccc1. The result is 0 (inactive). (7) The drug is O=C(n1nnc2c1cccc2)c1c(cccc1)C(OCC#C)=O. The result is 0 (inactive).